This data is from Full USPTO retrosynthesis dataset with 1.9M reactions from patents (1976-2016). The task is: Predict the reactants needed to synthesize the given product. (1) Given the product [O:11]=[C:12]1[CH2:16][CH2:15][N:14]([CH2:17][CH2:18][CH2:19][O:20][C:21]2[CH:26]=[CH:25][C:24]([C:27]3[CH:28]=[CH:29][C:30]([C:33]#[N:34])=[CH:31][CH:32]=3)=[CH:23][CH:22]=2)[CH2:13]1, predict the reactants needed to synthesize it. The reactants are: C(Cl)(=O)C(Cl)=O.CS(C)=O.[OH:11][C@@H:12]1[CH2:16][CH2:15][N:14]([CH2:17][CH2:18][CH2:19][O:20][C:21]2[CH:26]=[CH:25][C:24]([C:27]3[CH:32]=[CH:31][C:30]([C:33]#[N:34])=[CH:29][CH:28]=3)=[CH:23][CH:22]=2)[CH2:13]1.C(N(CC)CC)C. (2) Given the product [Cl:18]/[C:15](/[C:9]1[CH:8]=[C:7]([F:6])[C:12]([F:13])=[C:11]([F:14])[CH:10]=1)=[CH:16]\[C:29]#[N:27], predict the reactants needed to synthesize it. The reactants are: P(Cl)(Cl)(Cl)=O.[F:6][C:7]1[CH:8]=[C:9]([C:15](=O)[CH3:16])[CH:10]=[C:11]([F:14])[C:12]=1[F:13].[ClH:18].NO.C([O-])(O)=O.[Na+].C[N:27]([CH:29]=O)C. (3) The reactants are: [CH3:1][O:2][C:3]([C:5]1[CH:10]=[CH:9][C:8]([C:11]2[CH:16]=[CH:15][CH:14]=[C:13]([NH:17][S:18]([C:21]3[CH:26]=[C:25]([CH3:27])[C:24]([Cl:28])=[CH:23][C:22]=3[CH3:29])(=[O:20])=[O:19])[C:12]=2C)=[CH:7][CH:6]=1)=[O:4].COC(C1C=CC(C2C=CC=C(N)C=2)=CC=1)=O. Given the product [CH3:1][O:2][C:3]([C:5]1[CH:10]=[CH:9][C:8]([C:11]2[CH:16]=[CH:15][CH:14]=[C:13]([NH:17][S:18]([C:21]3[CH:26]=[C:25]([CH3:27])[C:24]([Cl:28])=[CH:23][C:22]=3[CH3:29])(=[O:20])=[O:19])[CH:12]=2)=[CH:7][CH:6]=1)=[O:4], predict the reactants needed to synthesize it. (4) Given the product [S:10]1[CH:11]=[CH:12][C:8]([C:6]2[N:7]=[C:2]([NH:25][C:26]3[CH:27]=[CH:28][C:29]([N:32]4[CH2:33][CH2:34][N:35]([C:38](=[O:40])[CH3:39])[CH2:36][CH2:37]4)=[CH:30][CH:31]=3)[C:3]3[NH:15][N:14]=[CH:13][C:4]=3[N:5]=2)=[CH:9]1, predict the reactants needed to synthesize it. The reactants are: Cl[C:2]1[C:3]2[C:4](=[CH:13][N:14](CC3C=CC(OC)=CC=3)[N:15]=2)[N:5]=[C:6]([C:8]2[CH:12]=[CH:11][S:10][CH:9]=2)[N:7]=1.[NH2:25][C:26]1[CH:31]=[CH:30][C:29]([N:32]2[CH2:37][CH2:36][N:35]([C:38](=[O:40])[CH3:39])[CH2:34][CH2:33]2)=[CH:28][CH:27]=1.Cl. (5) Given the product [Cl:27][C:24]1[CH:25]=[CH:26][C:21]([CH2:20][C:18]2[C:17]3[C:12](=[CH:13][CH:14]=[CH:15][CH:16]=3)[C:11](=[O:28])[N:10]([CH2:9][C@H:5]3[CH2:6][CH2:7][CH2:8][N:4]3[CH2:3][CH2:2][CH:38]([C:37]([F:43])([F:42])[F:36])[C:39]([NH2:31])=[O:40])[N:19]=2)=[CH:22][CH:23]=1, predict the reactants needed to synthesize it. The reactants are: N[CH2:2][CH2:3][N:4]1[CH2:8][CH2:7][CH2:6][C@@H:5]1[CH2:9][N:10]1[N:19]=[C:18]([CH2:20][C:21]2[CH:26]=[CH:25][C:24]([Cl:27])=[CH:23][CH:22]=2)[C:17]2[C:12](=[CH:13][CH:14]=[CH:15][CH:16]=2)[C:11]1=[O:28].C([N:31](CC)CC)C.[F:36][C:37]([F:43])([F:42])[CH2:38][C:39](Cl)=[O:40]. (6) Given the product [F:1][C:2]1[CH:9]=[C:8]([F:10])[CH:7]=[CH:6][C:3]=1/[CH:4]=[CH:14]/[N+:11]([O-:13])=[O:12], predict the reactants needed to synthesize it. The reactants are: [F:1][C:2]1[CH:9]=[C:8]([F:10])[CH:7]=[CH:6][C:3]=1[CH:4]=O.[N+:11]([CH3:14])([O-:13])=[O:12].[OH-].[Na+].Cl.C(OC(=O)C)(=O)C. (7) Given the product [Br:1][C:2]1[CH:7]=[CH:6][C:5]([NH:8][C:9](=[O:26])[C:10]2[CH:15]=[C:14]([NH2:16])[CH:13]=[CH:12][C:11]=2[N:19]2[CH2:20][CH2:21][CH:22]([CH3:25])[CH2:23][CH2:24]2)=[CH:4][CH:3]=1, predict the reactants needed to synthesize it. The reactants are: [Br:1][C:2]1[CH:7]=[CH:6][C:5]([NH:8][C:9](=[O:26])[C:10]2[CH:15]=[C:14]([N+:16]([O-])=O)[CH:13]=[CH:12][C:11]=2[N:19]2[CH2:24][CH2:23][CH:22]([CH3:25])[CH2:21][CH2:20]2)=[CH:4][CH:3]=1.CC1C(O)=C(C=O)C(COP(O)(O)=O)=CN=1.O. (8) Given the product [CH3:18][C:16]1([CH3:19])[CH2:15][O:14][C:13]([C:10]([C:7]2[CH:8]=[CH:9][C:4]([CH2:3][CH2:2][N:43]3[CH2:44][CH2:45][CH:40]([C:32]4[N:31]([CH2:30][CH2:29][O:28][CH2:26][CH3:27])[C:35]5[CH:36]=[CH:37][CH:38]=[CH:39][C:34]=5[N:33]=4)[CH2:41][CH2:42]3)=[CH:5][CH:6]=2)([CH3:12])[CH3:11])=[N:17]1, predict the reactants needed to synthesize it. The reactants are: Cl[CH2:2][CH2:3][C:4]1[CH:9]=[CH:8][C:7]([C:10]([C:13]2[O:14][CH2:15][C:16]([CH3:19])([CH3:18])[N:17]=2)([CH3:12])[CH3:11])=[CH:6][CH:5]=1.C(=O)([O-])[O-].[Na+].[Na+].[CH2:26]([O:28][CH2:29][CH2:30][N:31]1[C:35]2[CH:36]=[CH:37][CH:38]=[CH:39][C:34]=2[N:33]=[C:32]1[CH:40]1[CH2:45][CH2:44][NH:43][CH2:42][CH2:41]1)[CH3:27].